Dataset: Full USPTO retrosynthesis dataset with 1.9M reactions from patents (1976-2016). Task: Predict the reactants needed to synthesize the given product. Given the product [CH2:1]([O:3][C:4]1[C:27]([O:28][CH3:29])=[CH:26][C:7]2[C:8]([C:17]3[CH:18]=[CH:19][C:20]([C:21]([N:33]([CH:30]([CH3:32])[CH3:31])[C@@H:34]([CH3:48])[CH2:35][O:36][CH2:37][C:38]4[CH:43]=[CH:42][C:41]([C:44]([F:45])([F:46])[F:47])=[CH:40][CH:39]=4)=[O:22])=[CH:24][CH:25]=3)=[N:9][C@H:10]3[C@@H:15]([C:6]=2[CH:5]=1)[CH2:14][N:13]([CH3:16])[CH2:12][CH2:11]3)[CH3:2], predict the reactants needed to synthesize it. The reactants are: [CH2:1]([O:3][C:4]1[C:27]([O:28][CH3:29])=[CH:26][C:7]2[C:8]([C:17]3[CH:25]=[CH:24][C:20]([C:21](O)=[O:22])=[CH:19][CH:18]=3)=[N:9][C@H:10]3[C@@H:15]([C:6]=2[CH:5]=1)[CH2:14][N:13]([CH3:16])[CH2:12][CH2:11]3)[CH3:2].[CH:30]([NH:33][C@@H:34]([CH3:48])[CH2:35][O:36][CH2:37][C:38]1[CH:43]=[CH:42][C:41]([C:44]([F:47])([F:46])[F:45])=[CH:40][CH:39]=1)([CH3:32])[CH3:31].